This data is from Full USPTO retrosynthesis dataset with 1.9M reactions from patents (1976-2016). The task is: Predict the reactants needed to synthesize the given product. (1) Given the product [CH3:17][C:9]1([CH3:18])[CH2:8][CH:7]([O:6][S:2]([CH3:1])(=[O:4])=[O:3])[CH2:12][CH2:11][CH:10]1[C:13]([O:15][CH3:16])=[O:14], predict the reactants needed to synthesize it. The reactants are: [CH3:1][S:2](Cl)(=[O:4])=[O:3].[OH:6][CH:7]1[CH2:12][CH2:11][CH:10]([C:13]([O:15][CH3:16])=[O:14])[C:9]([CH3:18])([CH3:17])[CH2:8]1.C(N(CC)CC)C. (2) Given the product [CH3:1][C:2]1[CH:3]=[C:4]([CH:9]2[CH2:14][N:13]([C:27]([O:29][C:30]3[CH:31]=[CH:32][C:33]([N+:36]([O-:38])=[O:37])=[CH:34][CH:35]=3)=[O:28])[CH2:12][CH:11]([C:15]([O:17][CH3:18])=[O:16])[CH2:10]2)[CH:5]=[CH:6][C:7]=1[CH3:8], predict the reactants needed to synthesize it. The reactants are: [CH3:1][C:2]1[CH:3]=[C:4]([CH:9]2[CH2:14][NH:13][CH2:12][CH:11]([C:15]([O:17][CH3:18])=[O:16])[CH2:10]2)[CH:5]=[CH:6][C:7]=1[CH3:8].C(N(CC)CC)C.Cl[C:27]([O:29][C:30]1[CH:35]=[CH:34][C:33]([N+:36]([O-:38])=[O:37])=[CH:32][CH:31]=1)=[O:28]. (3) The reactants are: [CH3:1][O:2][C:3]1[N:8]=[CH:7][C:6]([C:9]2[CH:14]=[CH:13][C:12]([CH2:15][OH:16])=[CH:11][CH:10]=2)=[CH:5][CH:4]=1.C(N(CC)CC)C.[CH3:24][S:25](Cl)(=[O:27])=[O:26]. Given the product [CH3:1][O:2][C:3]1[N:8]=[CH:7][C:6]([C:9]2[CH:14]=[CH:13][C:12]([CH2:15][O:16][S:25]([CH3:24])(=[O:27])=[O:26])=[CH:11][CH:10]=2)=[CH:5][CH:4]=1, predict the reactants needed to synthesize it. (4) The reactants are: [CH2:1]([N:3]1[C:7]([C:8]2[CH:9]=[C:10]3[C:14](=[CH:15][CH:16]=2)[NH:13][C:12]([CH:17]2[CH2:22][CH2:21][NH:20][CH2:19][CH2:18]2)=[CH:11]3)=[CH:6][C:5]([C:23]([F:26])([F:25])[F:24])=[N:4]1)[CH3:2].[C:27](OC(=O)C)(=[O:29])[CH3:28]. Given the product [CH2:1]([N:3]1[C:7]([C:8]2[CH:9]=[C:10]3[C:14](=[CH:15][CH:16]=2)[NH:13][C:12]([CH:17]2[CH2:18][CH2:19][N:20]([C:27](=[O:29])[CH3:28])[CH2:21][CH2:22]2)=[CH:11]3)=[CH:6][C:5]([C:23]([F:25])([F:26])[F:24])=[N:4]1)[CH3:2], predict the reactants needed to synthesize it. (5) Given the product [CH:1]1([C:4]2[O:8][N:7]=[C:6]([C:9]3[C:10]([Cl:16])=[CH:11][N:12]=[CH:13][C:14]=3[Cl:15])[C:5]=2[CH2:17][O:18][C:19]2[CH:20]=[CH:21][C:22]([C:25]3[CH:26]=[C:27]4[C:32](=[CH:33][CH:34]=3)[N:31]=[C:30]([C:35]([OH:37])=[O:36])[CH:29]=[CH:28]4)=[CH:23][CH:24]=2)[CH2:2][CH2:3]1, predict the reactants needed to synthesize it. The reactants are: [CH:1]1([C:4]2[O:8][N:7]=[C:6]([C:9]3[C:14]([Cl:15])=[CH:13][N:12]=[CH:11][C:10]=3[Cl:16])[C:5]=2[CH2:17][O:18][C:19]2[CH:24]=[CH:23][C:22]([C:25]3[CH:26]=[C:27]4[C:32](=[CH:33][CH:34]=3)[N:31]=[C:30]([C:35]([O:37]C)=[O:36])[CH:29]=[CH:28]4)=[CH:21][CH:20]=2)[CH2:3][CH2:2]1.O1CCCC1.[OH-].[Na+].Cl. (6) Given the product [OH:15][C:16]1[CH:21]=[CH:20][C:19]([C:2]2[C:3]3[CH:10]=[C:9]([C:11]([O:13][CH3:14])=[O:12])[CH:8]=[CH:7][C:4]=3[S:5][CH:6]=2)=[C:18]([CH3:25])[CH:17]=1, predict the reactants needed to synthesize it. The reactants are: Br[C:2]1[C:3]2[CH:10]=[C:9]([C:11]([O:13][CH3:14])=[O:12])[CH:8]=[CH:7][C:4]=2[S:5][CH:6]=1.[OH:15][C:16]1[CH:21]=[CH:20][C:19](B(O)O)=[C:18]([CH3:25])[CH:17]=1.C(Cl)Cl. (7) Given the product [Br:1][C:2]1[CH:3]=[C:4]2[C:9](=[CH:10][CH:11]=1)[CH2:8][CH:7]([NH2:19])[CH2:6][CH2:5]2, predict the reactants needed to synthesize it. The reactants are: [Br:1][C:2]1[CH:3]=[C:4]2[C:9](=[CH:10][CH:11]=1)[CH2:8][C:7](=O)[CH2:6][CH2:5]2.C([O-])(=O)C.[NH4+].C([BH3-])#[N:19].[Na+].Cl. (8) Given the product [CH2:9]([O:17][C:16]([C:15]1[C:9]2[O:8][B:7]([OH:19])[CH:6]([NH:5][C:1](=[O:4])[CH2:2][CH3:3])[CH2:11][C:10]=2[CH:12]=[CH:13][CH:14]=1)=[O:18])[CH:10]([CH3:12])[CH3:11], predict the reactants needed to synthesize it. The reactants are: [C:1]([NH:5][CH:6]1[CH2:11][C:10]2[CH:12]=[CH:13][CH:14]=[C:15]([C:16]([OH:18])=[O:17])[C:9]=2[O:8][B:7]1[OH:19])(=[O:4])[CH2:2][CH3:3]. (9) The reactants are: Br[C:2]1[CH:6]=[C:5]([NH:7][C:8]([O:10][C:11]([CH3:14])([CH3:13])[CH3:12])=[O:9])[S:4][C:3]=1/[CH:15]=[CH:16]/[C:17]([O:19][CH2:20][CH3:21])=[O:18].[C:22]1(C)[CH:27]=[CH:26][CH:25]=[CH:24][CH:23]=1.C1(B(O)O)C=CC=CC=1.C(=O)([O-])[O-].[K+].[K+]. Given the product [C:11]([O:10][C:8]([NH:7][C:5]1[S:4][C:3](/[CH:15]=[CH:16]/[C:17]([O:19][CH2:20][CH3:21])=[O:18])=[C:2]([C:22]2[CH:27]=[CH:26][CH:25]=[CH:24][CH:23]=2)[CH:6]=1)=[O:9])([CH3:14])([CH3:13])[CH3:12], predict the reactants needed to synthesize it. (10) Given the product [F:1][C:2]1[CH:10]=[C:9]([O:11][CH3:12])[CH:8]=[CH:7][C:3]=1[C:4]([O:6][CH2:22][CH:21]=[CH2:20])=[O:5], predict the reactants needed to synthesize it. The reactants are: [F:1][C:2]1[CH:10]=[C:9]([O:11][CH3:12])[CH:8]=[CH:7][C:3]=1[C:4]([OH:6])=[O:5].C(=O)([O-])[O-].[K+].[K+].Br[CH2:20][CH:21]=[CH2:22].O.